From a dataset of Catalyst prediction with 721,799 reactions and 888 catalyst types from USPTO. Predict which catalyst facilitates the given reaction. (1) Reactant: [N:1]1[N:2]([C:11]2[CH:18]=[CH:17][C:14]([C:15]#[N:16])=[CH:13][CH:12]=2)[CH:3]=[C:4]2[CH2:10][CH2:9][NH:8][CH2:7][CH2:6][C:5]=12.[CH3:19][C:20]([CH3:22])=O.C(O[BH-](OC(=O)C)OC(=O)C)(=O)C.[Na+].CO. Product: [CH3:19][CH:20]([N:8]1[CH2:9][CH2:10][C:4]2=[CH:3][N:2]([C:11]3[CH:18]=[CH:17][C:14]([C:15]#[N:16])=[CH:13][CH:12]=3)[N:1]=[C:5]2[CH2:6][CH2:7]1)[CH3:22]. The catalyst class is: 411. (2) Product: [C:17]([O:21][C:4]([C:6]1[N:7]=[CH:8][C:9]([C:12]([O:14][CH2:15][CH3:16])=[O:13])=[N:10][CH:11]=1)=[O:5])([CH3:20])([CH3:19])[CH3:18]. The catalyst class is: 11. Reactant: N([C:4]([C:6]1[N:7]=[CH:8][C:9]([C:12]([O:14][CH2:15][CH3:16])=[O:13])=[N:10][CH:11]=1)=[O:5])=[N+]=[N-].[C:17]([OH:21])([CH3:20])([CH3:19])[CH3:18]. (3) Reactant: [Cl:1][C:2]1[N:7]=[C:6]([C:8]2[NH:9][C:10]3[C:15]([CH:16]=2)=[C:14]([F:17])[CH:13]=[CH:12][CH:11]=3)[C:5]([NH2:18])=[CH:4][CH:3]=1.[CH3:19][O:20][C:21](OC)([O:26]C)[C:22](OC)=O.Cl. Product: [Cl:1][C:2]1[CH:3]=[CH:4][C:5]2[N:18]=[C:22]([C:21]([O:20][CH3:19])=[O:26])[N:9]3[C:10]4[CH:11]=[CH:12][CH:13]=[C:14]([F:17])[C:15]=4[CH:16]=[C:8]3[C:6]=2[N:7]=1. The catalyst class is: 12. (4) The catalyst class is: 5. Reactant: [CH2:1]([O:9][C:10]1[CH:15]=[CH:14][C:13]([CH:16]2[O:21][CH2:20][CH2:19][N:18]([CH2:22][CH2:23][O:24]C3CCCCO3)[CH2:17]2)=[CH:12][CH:11]=1)[CH2:2][CH2:3][CH2:4][CH2:5][CH2:6][CH2:7][CH3:8].O.C1(C)C=CC(S(O)(=O)=O)=CC=1. Product: [CH2:1]([O:9][C:10]1[CH:15]=[CH:14][C:13]([CH:16]2[O:21][CH2:20][CH2:19][N:18]([CH2:22][CH2:23][OH:24])[CH2:17]2)=[CH:12][CH:11]=1)[CH2:2][CH2:3][CH2:4][CH2:5][CH2:6][CH2:7][CH3:8]. (5) Reactant: [OH:1][C@@H:2]1[C@@H:6]([CH2:7][OH:8])[O:5][C@@H:4]([N:9]2[CH:14]=[C:13]3[CH:15]=[C:16]([C:18]4[CH:23]=[CH:22][C:21]([CH2:24][CH2:25][CH2:26][CH2:27][CH3:28])=[CH:20][CH:19]=4)[O:17][C:12]3=[N:11][C:10]2=[O:29])[CH2:3]1.[Si:30](Cl)([C:33]([CH3:36])([CH3:35])[CH3:34])([CH3:32])[CH3:31].N1C=CN=C1. Product: [Si:30]([O:8][CH2:7][C@H:6]1[O:5][C@@H:4]([N:9]2[CH:14]=[C:13]3[CH:15]=[C:16]([C:18]4[CH:19]=[CH:20][C:21]([CH2:24][CH2:25][CH2:26][CH2:27][CH3:28])=[CH:22][CH:23]=4)[O:17][C:12]3=[N:11][C:10]2=[O:29])[CH2:3][C@@H:2]1[OH:1])([C:33]([CH3:36])([CH3:35])[CH3:34])([CH3:32])[CH3:31]. The catalyst class is: 3. (6) Reactant: [CH3:1][C:2]([C:5]1[S:6][C:7]([C:29]2[CH:34]=[CH:33][N:32]=[C:31]([CH:35]=[CH2:36])[N:30]=2)=[C:8]([C:10]2[C:11]([F:28])=[C:12]([NH:16][S:17]([C:20]3[C:25]([F:26])=[CH:24][CH:23]=[CH:22][C:21]=3[F:27])(=[O:19])=[O:18])[CH:13]=[CH:14][CH:15]=2)[N:9]=1)([CH3:4])[CH3:3].[CH3:37][S:38]([OH:40])=[O:39].[Na].C(O)C. Product: [CH3:4][C:2]([C:5]1[S:6][C:7]([C:29]2[CH:34]=[CH:33][N:32]=[C:31]([CH2:35][CH2:36][S:38]([CH3:37])(=[O:40])=[O:39])[N:30]=2)=[C:8]([C:10]2[C:11]([F:28])=[C:12]([NH:16][S:17]([C:20]3[C:21]([F:27])=[CH:22][CH:23]=[CH:24][C:25]=3[F:26])(=[O:19])=[O:18])[CH:13]=[CH:14][CH:15]=2)[N:9]=1)([CH3:1])[CH3:3]. The catalyst class is: 86. (7) Reactant: [Br:1][C:2]1[CH:3]=[CH:4][C:5](O)=[C:6]([C:8](=[O:11])[CH2:9][CH3:10])[CH:7]=1.[O:13]1[CH2:18][CH2:17][CH2:16][C:15](=[O:19])[CH2:14]1.N1CCCC1. Product: [Br:1][C:2]1[CH:7]=[C:6]2[C:5](=[CH:4][CH:3]=1)[O:19][C:15]1([CH2:16][CH2:17][CH2:18][O:13][CH2:14]1)[CH:9]([CH3:10])[C:8]2=[O:11]. The catalyst class is: 5.